Task: Predict the reactants needed to synthesize the given product.. Dataset: Full USPTO retrosynthesis dataset with 1.9M reactions from patents (1976-2016) (1) Given the product [Cl:1][C:2]1[CH:3]=[C:4]2[NH:25][C:24]([O:34][C@H:35]3[C@H:39]4[O:40][CH2:41][C@@H:42]([OH:43])[C@H:38]4[O:37][CH2:36]3)=[N:23][C:5]2=[N:6][C:7]=1[C:8]1[CH:13]=[CH:12][C:11]([C:45]2[CH:50]=[C:49]([O:51][CH3:52])[CH:48]=[C:47]([F:53])[CH:46]=2)=[CH:10][CH:9]=1, predict the reactants needed to synthesize it. The reactants are: [Cl:1][C:2]1[CH:3]=[C:4]2[N:25](COCC[Si](C)(C)C)[C:24]([O:34][C@H:35]3[C@H:39]4[O:40][CH2:41][C@@H:42]([OH:43])[C@H:38]4[O:37][CH2:36]3)=[N:23][C:5]2=[N:6][C:7]=1[C:8]1[CH:13]=[CH:12][C:11](B2OC(C)(C)C(C)(C)O2)=[CH:10][CH:9]=1.Br[C:45]1[CH:50]=[C:49]([O:51][CH3:52])[CH:48]=[C:47]([F:53])[CH:46]=1.N#N.P([O-])([O-])([O-])=O.[K+].[K+].[K+]. (2) The reactants are: C(N(CCCC)C(C1N=C(C2C=CC(C(O)=O)=CC=2C(N2[C@H](CO)CC3C(=CC=CC=3)C2)=O)N(CCC2C=CC=CC=2)C=1)=O)CCC.[N:48]([CH2:51][C@@H:52]1[CH2:61][C:60]2[C:55](=[CH:56][CH:57]=[CH:58][CH:59]=2)[CH2:54][N:53]1[C:62]([C:64]1[CH:65]=[C:66]([CH:71]=[CH:72][C:73]=1[C:74]1[N:75]([CH3:90])[CH:76]=[C:77]([C:79](=[O:89])[N:80]([CH2:85][CH2:86][CH2:87][CH3:88])[CH2:81][CH2:82][CH2:83][CH3:84])[N:78]=1)[C:67]([O:69]C)=[O:68])=[O:63])=[N+:49]=[N-:50]. Given the product [N:48]([CH2:51][C@@H:52]1[CH2:61][C:60]2[C:55](=[CH:56][CH:57]=[CH:58][CH:59]=2)[CH2:54][N:53]1[C:62]([C:64]1[CH:65]=[C:66]([CH:71]=[CH:72][C:73]=1[C:74]1[N:75]([CH3:90])[CH:76]=[C:77]([C:79](=[O:89])[N:80]([CH2:85][CH2:86][CH2:87][CH3:88])[CH2:81][CH2:82][CH2:83][CH3:84])[N:78]=1)[C:67]([OH:69])=[O:68])=[O:63])=[N+:49]=[N-:50], predict the reactants needed to synthesize it.